The task is: Predict the reactants needed to synthesize the given product.. This data is from Full USPTO retrosynthesis dataset with 1.9M reactions from patents (1976-2016). (1) The reactants are: N(C(OC(C)(C)C)=O)=NC(OC(C)(C)C)=O.BrC1C=CC2OCCN3C(CO)=C(I)N=C3C=2C=1.CC1NC=CN=1.C1(P(C2C=CC=CC=2)C2C=CC=CC=2)C=CC=CC=1.Br[C:61]1[CH:62]=[CH:63][C:64]2[O:70][CH2:69][CH2:68][N:67]3[C:71]([CH2:77][N:78]4[CH:82]=[CH:81][N:80]=[C:79]4[CH3:83])=[C:72]([C:74]([NH2:76])=[O:75])[N:73]=[C:66]3[C:65]=2[CH:84]=1.[CH3:85][C:86]([OH:90])([C:88]#[CH:89])[CH3:87]. Given the product [OH:90][C:86]([CH3:87])([CH3:85])[C:88]#[C:89][C:61]1[CH:62]=[CH:63][C:64]2[O:70][CH2:69][CH2:68][N:67]3[C:71]([CH2:77][N:78]4[CH:82]=[CH:81][N:80]=[C:79]4[CH3:83])=[C:72]([C:74]([NH2:76])=[O:75])[N:73]=[C:66]3[C:65]=2[CH:84]=1, predict the reactants needed to synthesize it. (2) Given the product [CH2:1]([O:8][C@H:9]1[C@H:14]([O:15][CH2:16][C:17]2[CH:18]=[CH:19][CH:20]=[CH:21][CH:22]=2)[C@@H:13]([O:23][CH2:24][C:25]2[CH:30]=[CH:29][CH:28]=[CH:27][CH:26]=2)[C@@:12]([C:33]2[CH:38]=[CH:37][C:36]([Cl:39])=[C:35]([CH2:40][C:41]3[CH:42]=[CH:43][C:44]([O:47][CH2:48][C:49]4[CH:50]=[CH:51][CH:52]=[CH:53][CH:54]=4)=[CH:45][CH:46]=3)[CH:34]=2)([O:31][CH3:32])[O:11][C:10]1([CH2:57][OH:58])[CH2:55][OH:56])[C:2]1[CH:3]=[CH:4][CH:5]=[CH:6][CH:7]=1, predict the reactants needed to synthesize it. The reactants are: [CH2:1]([O:8][C@H:9]1[C@H:14]([O:15][CH2:16][C:17]2[CH:22]=[CH:21][CH:20]=[CH:19][CH:18]=2)[C@@H:13]([O:23][CH2:24][C:25]2[CH:30]=[CH:29][CH:28]=[CH:27][CH:26]=2)[C@@:12]([C:33]2[CH:38]=[CH:37][C:36]([Cl:39])=[C:35]([CH2:40][C:41]3[CH:46]=[CH:45][C:44]([O:47][CH2:48][C:49]4[CH:54]=[CH:53][CH:52]=[CH:51][CH:50]=4)=[CH:43][CH:42]=3)[CH:34]=2)([O:31][CH3:32])[O:11][C@@:10]1([CH2:57][OH:58])[CH:55]=[O:56])[C:2]1[CH:7]=[CH:6][CH:5]=[CH:4][CH:3]=1.[BH4-].[Na+]. (3) Given the product [C:1]([C:4]1[CH:5]=[C:6]([CH:7]=[CH:8][C:9]=1[CH3:10])[CH2:11][CH2:12][C:13]1[C:18]([C:19]([F:21])([F:22])[F:20])=[CH:17][N:16]=[C:15]([NH:23][C:24]2[CH:29]=[CH:28][C:27]([N:30]3[CH2:31][CH2:32][N:33]([C:36]([O:38][C:39]([CH3:40])([CH3:41])[CH3:42])=[O:37])[CH2:34][CH2:35]3)=[CH:26][CH:25]=2)[N:14]=1)(=[O:3])[NH2:2], predict the reactants needed to synthesize it. The reactants are: [C:1]([C:4]1[CH:5]=[C:6]([C:11]#[C:12][C:13]2[C:18]([C:19]([F:22])([F:21])[F:20])=[CH:17][N:16]=[C:15]([NH:23][C:24]3[CH:29]=[CH:28][C:27]([N:30]4[CH2:35][CH2:34][N:33]([C:36]([O:38][C:39]([CH3:42])([CH3:41])[CH3:40])=[O:37])[CH2:32][CH2:31]4)=[CH:26][CH:25]=3)[N:14]=2)[CH:7]=[CH:8][C:9]=1[CH3:10])(=[O:3])[NH2:2].